This data is from Forward reaction prediction with 1.9M reactions from USPTO patents (1976-2016). The task is: Predict the product of the given reaction. (1) Given the reactants [F:1][C:2]1[CH:53]=[N:52][C:5]2[N:6]([C:37]3[CH:38]=[C:39]([C:43]4[CH:48]=[CH:47][C:46]([OH:49])=[CH:45][C:44]=4[CH:50]=O)[CH:40]=[CH:41][CH:42]=3)[C:7](=[O:36])[N:8]([C@@H:11]3[CH2:16][CH2:15][C@H:14]([N:17]([CH2:25][C:26]4[N:27]=[C:28]5[CH:33]=[CH:32][C:31]([F:34])=[CH:30][N:29]5[CH:35]=4)C(=O)OC(C)(C)C)[CH2:13][CH2:12]3)[C:9](=[O:10])[C:4]=2[CH:3]=1.[CH3:54][C@H:55]1[O:60][C@@H:59]([CH3:61])[CH2:58][NH:57][CH2:56]1, predict the reaction product. The product is: [CH3:61][C@H:59]1[O:60][C@@H:55]([CH3:54])[CH2:56][N:57]([CH2:50][C:44]2[CH:45]=[C:46]([OH:49])[CH:47]=[CH:48][C:43]=2[C:39]2[CH:40]=[CH:41][CH:42]=[C:37]([N:6]3[C:5]4[N:52]=[CH:53][C:2]([F:1])=[CH:3][C:4]=4[C:9](=[O:10])[N:8]([C@H:11]4[CH2:12][CH2:13][C@@H:14]([NH:17][CH2:25][C:26]5[N:27]=[C:28]6[CH:33]=[CH:32][C:31]([F:34])=[CH:30][N:29]6[CH:35]=5)[CH2:15][CH2:16]4)[C:7]3=[O:36])[CH:38]=2)[CH2:58]1. (2) The product is: [Si:24]([O:12][C:8]1[CH:7]=[C:6]2[C:11]([C:3]([C:2]([F:1])([F:13])[F:14])=[N:4][NH:5]2)=[CH:10][CH:9]=1)([C:21]([CH3:23])([CH3:22])[CH3:20])([C:31]1[CH:32]=[CH:33][CH:34]=[CH:35][CH:36]=1)[C:25]1[CH:30]=[CH:29][CH:28]=[CH:27][CH:26]=1. Given the reactants [F:1][C:2]([F:14])([F:13])[C:3]1[C:11]2[C:6](=[CH:7][C:8]([OH:12])=[CH:9][CH:10]=2)[NH:5][N:4]=1.N1C=CN=C1.[CH3:20][C:21]([Si:24](Cl)([C:31]1[CH:36]=[CH:35][CH:34]=[CH:33][CH:32]=1)[C:25]1[CH:30]=[CH:29][CH:28]=[CH:27][CH:26]=1)([CH3:23])[CH3:22].C(OCC)(=O)C, predict the reaction product.